Predict the product of the given reaction. From a dataset of Forward reaction prediction with 1.9M reactions from USPTO patents (1976-2016). (1) Given the reactants [Cl:1][C:2]1[CH:3]=[C:4]2[C:8](=[CH:9][CH:10]=1)[NH:7][C:6]([C:11]([NH:13][C@@H:14]1[CH2:19][CH2:18][C@@H:17]([C:20]([O:22]CC)=[O:21])[CH2:16][C@@H:15]1[NH:25][C:26]([C:28]1[S:29][C:30]3[CH2:31][N:32]([CH3:37])[CH2:33][CH2:34][C:35]=3[N:36]=1)=[O:27])=[O:12])=[CH:5]2.C(O)C.[OH-].[Na+].Cl, predict the reaction product. The product is: [Cl:1][C:2]1[CH:3]=[C:4]2[C:8](=[CH:9][CH:10]=1)[NH:7][C:6]([C:11]([NH:13][C@@H:14]1[CH2:19][CH2:18][C@@H:17]([C:20]([OH:22])=[O:21])[CH2:16][C@@H:15]1[NH:25][C:26]([C:28]1[S:29][C:30]3[CH2:31][N:32]([CH3:37])[CH2:33][CH2:34][C:35]=3[N:36]=1)=[O:27])=[O:12])=[CH:5]2. (2) Given the reactants [CH3:1][NH:2][C:3]([CH2:5][NH:6][C:7]([C:9]1[CH:14]=[C:13]([O:15][C:16]2[CH:21]=[CH:20][C:19]([NH2:22])=[CH:18][CH:17]=2)[CH:12]=[CH:11][N:10]=1)=[O:8])=[O:4].Cl.N[CH2:25]C(NC)=O, predict the reaction product. The product is: [CH3:1][N:2]([CH3:25])[C:3]([CH2:5][NH:6][C:7]([C:9]1[CH:14]=[C:13]([O:15][C:16]2[CH:17]=[CH:18][C:19]([NH2:22])=[CH:20][CH:21]=2)[CH:12]=[CH:11][N:10]=1)=[O:8])=[O:4]. (3) Given the reactants [H-].[Na+].[Cl:3][C:4]1[S:5][C:6]([CH2:9][N:10]2[CH2:14][CH2:13][NH:12][C:11]2=[N:15][N+:16]([O-:18])=[O:17])=[CH:7][N:8]=1.I[CH2:20][CH2:21][CH2:22][CH2:23][CH2:24][CH2:25]I, predict the reaction product. The product is: [Cl:3][C:4]1[S:5][C:6]([CH2:9][N:10]2[CH2:14][CH2:13][N:12]([CH2:20][CH2:21][CH2:22][CH2:23][CH2:24][CH2:25][N:12]3[CH2:13][CH2:14][N:10]([CH2:9][C:6]4[S:5][C:4]([Cl:3])=[N:8][CH:7]=4)[C:11]3=[N:15][N+:16]([O-:18])=[O:17])[C:11]2=[N:15][N+:16]([O-:18])=[O:17])=[CH:7][N:8]=1. (4) Given the reactants Cl[S:2]([C:5]1[CH:14]=[CH:13][C:12]2[NH:11][C:10](=[O:15])[C:9]3[NH:16][CH:17]=[C:18]([C:19]([OH:21])=[O:20])[C:8]=3[C:7]=2[CH:6]=1)(=[O:4])=[O:3].[F:22][C:23]1[CH:24]=[C:25]([CH:27]=[C:28]([F:30])[CH:29]=1)[NH2:26], predict the reaction product. The product is: [F:22][C:23]1[CH:24]=[C:25]([NH:26][S:2]([C:5]2[CH:14]=[CH:13][C:12]3[NH:11][C:10](=[O:15])[C:9]4[NH:16][CH:17]=[CH:18][C:8]=4[C:7]=3[CH:6]=2)(=[O:3])=[O:4])[CH:27]=[C:28]([F:30])[CH:29]=1.[CH2:18]([C:19]([O-:21])=[O:20])[CH3:17]. (5) Given the reactants [Br:1][C:2]1[CH:7]=[C:6]([N+:8]([O-])=O)[CH:5]=[C:4]([CH2:11]C)[N+:3]=1[O-], predict the reaction product. The product is: [Br:1][C:2]1[CH:7]=[C:6]([NH2:8])[CH:5]=[C:4]([CH3:11])[N:3]=1. (6) Given the reactants [Cl:1][C:2]1[N:6]([C:7]2[CH:12]=[CH:11][C:10](B3OC(C)(C)C(C)(C)O3)=[CH:9][CH:8]=2)[C:5]([C:22]([O:24]CC)=O)=[C:4]([NH:27][C:28](=[O:32])[CH2:29][C:30]#[N:31])[CH:3]=1.Br[C:34]1[S:38][C:37]([S:39]([NH2:42])(=[O:41])=[O:40])=[CH:36][CH:35]=1.C(=O)([O-])[O-].[Cs+].[Cs+].O1CCOCC1, predict the reaction product. The product is: [Cl:1][C:2]1[N:6]([C:7]2[CH:8]=[CH:9][C:10]([C:34]3[S:38][C:37]([S:39]([NH2:42])(=[O:41])=[O:40])=[CH:36][CH:35]=3)=[CH:11][CH:12]=2)[C:5]2[C:22]([OH:24])=[C:29]([C:30]#[N:31])[C:28](=[O:32])[NH:27][C:4]=2[CH:3]=1. (7) Given the reactants [C:1]1([C:11]2[CH:16]=[CH:15][C:14]([C:17]3[CH:22]=[CH:21][C:20]([N:23]([C:30]4[CH:35]=[CH:34][CH:33]=[CH:32][CH:31]=4)[C:24]4[CH:29]=[CH:28][CH:27]=[CH:26][CH:25]=4)=[CH:19][CH:18]=3)=[CH:13][CH:12]=2)[C:10]2[C:5](=[CH:6][CH:7]=[CH:8][CH:9]=2)[CH:4]=[CH:3][CH:2]=1.[Br:36]N1C(=O)CCC1=O, predict the reaction product. The product is: [Br:36][C:27]1[CH:28]=[CH:29][C:24]([N:23]([C:20]2[CH:21]=[CH:22][C:17]([C:14]3[CH:15]=[CH:16][C:11]([C:1]4[C:10]5[C:5](=[CH:6][CH:7]=[CH:8][CH:9]=5)[CH:4]=[CH:3][CH:2]=4)=[CH:12][CH:13]=3)=[CH:18][CH:19]=2)[C:30]2[CH:35]=[CH:34][CH:33]=[CH:32][CH:31]=2)=[CH:25][CH:26]=1.